From a dataset of Full USPTO retrosynthesis dataset with 1.9M reactions from patents (1976-2016). Predict the reactants needed to synthesize the given product. (1) The reactants are: [O:1]1[C:5]2[CH:6]=[CH:7][CH:8]=[CH:9][C:4]=2[NH:3][C:2]1=[O:10].[C:28]1(P([C:24]2[CH:29]=[CH:28][CH:27]=[CH:26]C=2)[C:28]2[CH:29]=[CH:24]C=[CH:26][CH:27]=2)[CH:29]=[CH:24]C=[CH:26][CH:27]=1.CC[O:32][C:33](/[N:35]=N/C(OCC)=O)=O.[C:42]([O:46]N1CCC(O)CC1)([CH3:45])([CH3:44])[CH3:43]. Given the product [O:10]=[C:2]1[N:3]([CH:28]2[CH2:27][CH2:26][N:35]([C:33]([O:46][C:42]([CH3:43])([CH3:44])[CH3:45])=[O:32])[CH2:24][CH2:29]2)[C:4]2[CH:9]=[CH:8][CH:7]=[CH:6][C:5]=2[O:1]1, predict the reactants needed to synthesize it. (2) Given the product [ClH:26].[CH2:2]1[C:3]2([CH2:8][N:7]([C:9]([O:11][CH2:12][C:13]3[CH:18]=[CH:17][CH:16]=[CH:15][CH:14]=3)=[O:10])[CH2:6][CH2:5][NH:4]2)[CH2:1]1, predict the reactants needed to synthesize it. The reactants are: [CH2:1]1[C:3]2([CH2:8][N:7]([C:9]([O:11][CH2:12][C:13]3[CH:18]=[CH:17][CH:16]=[CH:15][CH:14]=3)=[O:10])[CH2:6][CH2:5][N:4]2C(OC(C)(C)C)=O)[CH2:2]1.[ClH:26]. (3) Given the product [Cl:26][C:4]1[N:3]=[C:2]([NH:28][C:27]([CH:30]2[CH2:35][CH2:34][NH:33][CH2:32][CH2:31]2)=[O:29])[CH:7]=[C:6]([C:8]2[C:16]3[C:11](=[N:12][CH:13]=[CH:14][CH:15]=3)[NH:10][CH:9]=2)[CH:5]=1, predict the reactants needed to synthesize it. The reactants are: Cl[C:2]1[CH:7]=[C:6]([C:8]2[C:16]3[C:11](=[N:12][CH:13]=[CH:14][CH:15]=3)[N:10](S(C3C=CC=CC=3)(=O)=O)[CH:9]=2)[CH:5]=[C:4]([Cl:26])[N:3]=1.[C:27]([CH:30]1[CH2:35][CH2:34][N:33](C(OC(C)(C)C)=O)[CH2:32][CH2:31]1)(=[O:29])[NH2:28].C(=O)([O-])[O-].[Cs+].[Cs+].CC1(C)C2C(=C(P(C3C=CC=CC=3)C3C=CC=CC=3)C=CC=2)OC2C(P(C3C=CC=CC=3)C3C=CC=CC=3)=CC=CC1=2.[OH-].[Na+]. (4) Given the product [CH3:4][C:2]([C:5]1[CH:10]=[CH:9][C:8]([S:11]([NH:14][C:15]2[C:16]([O:31][C:32]3[CH:33]=[CH:34][CH:35]=[CH:36][C:37]=3[O:38][CH3:39])=[C:17]([O:27][CH2:28][CH2:29][OH:30])[N:18]=[C:19]([C:21]3[N:22]=[CH:23][CH:24]=[CH:25][N:26]=3)[N:20]=2)(=[O:12])=[O:13])=[CH:7][CH:6]=1)([CH3:1])[CH3:3].[C:41]([O-:46])(=[O:45])[C:42]([O-:44])=[O:43], predict the reactants needed to synthesize it. The reactants are: [CH3:1][C:2]([C:5]1[CH:10]=[CH:9][C:8]([S:11]([NH:14][C:15]2[N:20]=[C:19]([C:21]3[N:26]=[CH:25][CH:24]=[CH:23][N:22]=3)[N:18]=[C:17]([O:27][CH2:28][CH2:29][OH:30])[C:16]=2[O:31][C:32]2[C:37]([O:38][CH3:39])=[CH:36][CH:35]=[CH:34][CH:33]=2)(=[O:13])=[O:12])=[CH:7][CH:6]=1)([CH3:4])[CH3:3].O.[C:41]([OH:46])(=[O:45])[C:42]([OH:44])=[O:43]. (5) Given the product [CH2:1]([O:3][C:4]([C:6]1([CH2:12][C:13]#[N:14])[CH2:7][CH2:8][N:9]([S:22]([C:17]2[CH:18]=[CH:19][CH:20]=[CH:21][C:16]=2[Cl:15])(=[O:24])=[O:23])[CH2:10][CH2:11]1)=[O:5])[CH3:2], predict the reactants needed to synthesize it. The reactants are: [CH2:1]([O:3][C:4]([C:6]1([CH2:12][C:13]#[N:14])[CH2:11][CH2:10][NH:9][CH2:8][CH2:7]1)=[O:5])[CH3:2].[Cl:15][C:16]1[CH:21]=[CH:20][CH:19]=[CH:18][C:17]=1[S:22](Cl)(=[O:24])=[O:23].